Dataset: Full USPTO retrosynthesis dataset with 1.9M reactions from patents (1976-2016). Task: Predict the reactants needed to synthesize the given product. (1) Given the product [Cl:24][C:22]1[CH:21]=[CH:20][C:17]2[S:18][CH:19]=[C:15]([CH2:14][N:38]3[CH2:39][CH2:40][N:36]([C:28]4[S:29][C:30]([C:31]([O:33][CH2:34][CH3:35])=[O:32])=[C:26]([CH3:25])[N:27]=4)[C:37]3=[O:41])[C:16]=2[CH:23]=1, predict the reactants needed to synthesize it. The reactants are: FC(F)(F)C1C=CC(CBr)=CC=1.Br[CH2:14][C:15]1[C:16]2[CH:23]=[C:22]([Cl:24])[CH:21]=[CH:20][C:17]=2[S:18][CH:19]=1.[CH3:25][C:26]1[N:27]=[C:28]([N:36]2[CH2:40][CH2:39][NH:38][C:37]2=[O:41])[S:29][C:30]=1[C:31]([O:33][CH2:34][CH3:35])=[O:32]. (2) Given the product [OH:9][CH2:8][CH2:7][NH:1][C:2]([CH3:6])([CH3:5])[CH2:3][OH:4], predict the reactants needed to synthesize it. The reactants are: [NH2:1][C:2]([CH3:6])([CH3:5])[CH2:3][OH:4].[CH2:7]1[O:9][CH2:8]1.